Dataset: Full USPTO retrosynthesis dataset with 1.9M reactions from patents (1976-2016). Task: Predict the reactants needed to synthesize the given product. (1) Given the product [CH2:41]([O:40][C:38]([NH:31][C@@H:32]([C:34]([O:36][CH3:37])=[O:35])[CH2:33][O:30][C@@H:23]([C:24]1[CH:29]=[CH:28][CH:27]=[CH:26][CH:25]=1)[CH2:22][N:14]([C:15]([O:16][C:17]([CH3:20])([CH3:19])[CH3:18])=[O:21])[CH2:13][CH:10]1[CH2:12][CH2:11]1)=[O:39])[C:42]1[CH:43]=[CH:44][CH:45]=[CH:46][CH:47]=1, predict the reactants needed to synthesize it. The reactants are: B(F)(F)F.CCOCC.[CH:10]1([CH2:13][N:14]([CH2:22][C@@H:23]([OH:30])[C:24]2[CH:29]=[CH:28][CH:27]=[CH:26][CH:25]=2)[C:15](=[O:21])[O:16][C:17]([CH3:20])([CH3:19])[CH3:18])[CH2:12][CH2:11]1.[N:31]1([C:38]([O:40][CH2:41][C:42]2[CH:47]=[CH:46][CH:45]=[CH:44][CH:43]=2)=[O:39])[CH2:33][C@@H:32]1[C:34]([O:36][CH3:37])=[O:35]. (2) Given the product [CH3:19][N:16]1[CH2:17][CH2:18][CH:13]([O:12][C:10]2[CH:9]=[CH:8][CH:7]=[C:6]3[C:11]=2[C:2]([NH:28][C@@H:21]([C:22]2[CH:27]=[CH:26][CH:25]=[CH:24][CH:23]=2)[CH3:20])=[N:3][CH:4]=[N:5]3)[CH2:14][CH2:15]1, predict the reactants needed to synthesize it. The reactants are: Cl[C:2]1[C:11]2[C:6](=[CH:7][CH:8]=[CH:9][C:10]=2[O:12][CH:13]2[CH2:18][CH2:17][N:16]([CH3:19])[CH2:15][CH2:14]2)[N:5]=[CH:4][N:3]=1.[CH3:20][C@@H:21]([NH2:28])[C:22]1[CH:27]=[CH:26][CH:25]=[CH:24][CH:23]=1. (3) Given the product [CH3:10][C:4]1[CH:3]=[C:2]([O:1][CH2:12][CH2:13][CH2:14][CH3:15])[CH:9]=[CH:8][C:5]=1[CH:6]=[O:7], predict the reactants needed to synthesize it. The reactants are: [OH:1][C:2]1[CH:9]=[CH:8][C:5]([CH:6]=[O:7])=[C:4]([CH3:10])[CH:3]=1.Br[CH2:12][CH2:13][CH2:14][CH3:15]. (4) Given the product [Cl:15][C:16]1[CH:21]=[C:20]([C:5]#[C:6][C:7]2[CH:8]=[N:9][CH:10]=[C:11]([CH:14]=2)[C:12]#[N:13])[CH:19]=[CH:18][C:17]=1[F:23], predict the reactants needed to synthesize it. The reactants are: C[Si]([C:5]#[C:6][C:7]1[CH:8]=[N:9][CH:10]=[C:11]([CH:14]=1)[C:12]#[N:13])(C)C.[Cl:15][C:16]1[CH:21]=[C:20](I)[CH:19]=[CH:18][C:17]=1[F:23].[F-].C([N+](CCCC)(CCCC)CCCC)CCC. (5) Given the product [CH3:17][P:15]([C:12]1[CH:13]=[CH:14][C:9]([NH:8][C:4]2[CH:3]=[C:2]([NH:26][N:27]3[CH2:32][CH2:31][O:30][CH2:29][CH2:28]3)[N:7]=[CH:6][N:5]=2)=[CH:10][CH:11]=1)([CH3:18])=[O:16], predict the reactants needed to synthesize it. The reactants are: Cl[C:2]1[N:7]=[CH:6][N:5]=[C:4]([NH:8][C:9]2[CH:14]=[CH:13][C:12]([P:15]([CH3:18])([CH3:17])=[O:16])=[CH:11][CH:10]=2)[CH:3]=1.C(N(CC)CC)C.[NH2:26][N:27]1[CH2:32][CH2:31][O:30][CH2:29][CH2:28]1. (6) The reactants are: [C:1]1([CH:8]=[CH:7][CH:6]=[C:4]([OH:5])[CH:3]=1)[OH:2].[H-].[Na+].Br[CH2:12][CH2:13][CH2:14][CH2:15][CH2:16][CH3:17]. Given the product [CH2:12]([O:2][C:1]1[CH:3]=[C:4]([OH:5])[CH:6]=[CH:7][CH:8]=1)[CH2:13][CH2:14][CH2:15][CH2:16][CH3:17], predict the reactants needed to synthesize it.